Dataset: Full USPTO retrosynthesis dataset with 1.9M reactions from patents (1976-2016). Task: Predict the reactants needed to synthesize the given product. (1) The reactants are: [CH3:1][S:2]([C:5]1[CH:13]=[CH:12][C:8]([C:9]([OH:11])=O)=[CH:7][CH:6]=1)(=[O:4])=[O:3].[F:14][C:15]1[CH:20]=[CH:19][C:18]([CH:21]([C:25]2[CH:30]=[CH:29][C:28]([F:31])=[CH:27][CH:26]=2)[CH2:22][CH2:23][NH2:24])=[CH:17][CH:16]=1. Given the product [F:14][C:15]1[CH:20]=[CH:19][C:18]([CH:21]([C:25]2[CH:26]=[CH:27][C:28]([F:31])=[CH:29][CH:30]=2)[CH2:22][CH2:23][NH:24][C:9](=[O:11])[C:8]2[CH:7]=[CH:6][C:5]([S:2]([CH3:1])(=[O:3])=[O:4])=[CH:13][CH:12]=2)=[CH:17][CH:16]=1, predict the reactants needed to synthesize it. (2) Given the product [CH3:28][O:27][C:23](=[O:26])[CH2:24][S:25][C:2]1[S:6][C:5]([NH:7][C:8]([N:9]([CH:16]2[CH2:21][CH2:20][CH2:19][CH2:18][CH2:17]2)[CH:10]2[CH2:15][CH2:14][CH2:13][CH2:12][CH2:11]2)=[O:22])=[N:4][CH:3]=1, predict the reactants needed to synthesize it. The reactants are: Br[C:2]1[S:6][C:5]([NH:7][C:8](=[O:22])[N:9]([CH:16]2[CH2:21][CH2:20][CH2:19][CH2:18][CH2:17]2)[CH:10]2[CH2:15][CH2:14][CH2:13][CH2:12][CH2:11]2)=[N:4][CH:3]=1.[C:23]([O:27][CH3:28])(=[O:26])[CH2:24][SH:25]. (3) Given the product [O:13]1[C:17]2[CH:18]=[CH:19][C:20]([C:22]3[C:27](=[O:28])[N:26]([CH2:29][C:30]4[CH:35]=[CH:34][C:33]([C:36]5[CH:41]=[CH:40][CH:39]=[CH:38][C:37]=5[C:42]5[NH:3][C:4](=[O:7])[O:5][N:43]=5)=[CH:32][CH:31]=4)[C:25]([CH2:44][CH2:45][CH3:46])=[N:24][C:23]=3[CH2:47][CH3:48])=[CH:21][C:16]=2[CH2:15][CH2:14]1, predict the reactants needed to synthesize it. The reactants are: [Cl-].O[NH3+:3].[C:4](=[O:7])([O-])[OH:5].[Na+].CS(C)=O.[O:13]1[C:17]2[CH:18]=[CH:19][C:20]([C:22]3[C:27](=[O:28])[N:26]([CH2:29][C:30]4[CH:35]=[CH:34][C:33]([C:36]5[C:37]([C:42]#[N:43])=[CH:38][CH:39]=[CH:40][CH:41]=5)=[CH:32][CH:31]=4)[C:25]([CH2:44][CH2:45][CH3:46])=[N:24][C:23]=3[CH2:47][CH3:48])=[CH:21][C:16]=2[CH2:15][CH2:14]1. (4) Given the product [O:7]=[C:1]([NH:11][CH2:8][C:9]#[CH:10])[CH2:2][CH2:3][C:4]([OH:6])=[O:5], predict the reactants needed to synthesize it. The reactants are: [C:1]1(=[O:7])[O:6][C:4](=[O:5])[CH2:3][CH2:2]1.[CH2:8]([NH2:11])[C:9]#[CH:10].